Predict the reactants needed to synthesize the given product. From a dataset of Full USPTO retrosynthesis dataset with 1.9M reactions from patents (1976-2016). Given the product [F:10][C:6]1[C:7]2[CH2:8][O:9][B:18]([OH:19])[C:2]=2[CH:3]=[CH:4][C:5]=1[OH:11], predict the reactants needed to synthesize it. The reactants are: Br[C:2]1[C:7]([CH:8]=[O:9])=[C:6]([F:10])[C:5]([OH:11])=[CH:4][CH:3]=1.FC1C(O)=CC2C[O:19][B:18](O)C=2C=1.